Dataset: Peptide-MHC class I binding affinity with 185,985 pairs from IEDB/IMGT. Task: Regression. Given a peptide amino acid sequence and an MHC pseudo amino acid sequence, predict their binding affinity value. This is MHC class I binding data. (1) The peptide sequence is DPNFHQAVM. The MHC is HLA-B57:01 with pseudo-sequence HLA-B57:01. The binding affinity (normalized) is 0.0847. (2) The MHC is Patr-B0101 with pseudo-sequence Patr-B0101. The peptide sequence is FARSRSGANI. The binding affinity (normalized) is 0.763. (3) The peptide sequence is AQDFQSLTI. The MHC is HLA-A32:01 with pseudo-sequence HLA-A32:01. The binding affinity (normalized) is 0.611. (4) The peptide sequence is TSDSKSIENK. The MHC is HLA-A11:01 with pseudo-sequence HLA-A11:01. The binding affinity (normalized) is 0.420. (5) The peptide sequence is AIAACAMLLV. The MHC is HLA-A02:02 with pseudo-sequence HLA-A02:02. The binding affinity (normalized) is 0.836. (6) The peptide sequence is SGAENPGGYCLTKWM. The MHC is H-2-Db with pseudo-sequence YESYYREKAGQWFVSNLYLQSLFYTWSAYAYEWY. The binding affinity (normalized) is 0.00610.